This data is from Full USPTO retrosynthesis dataset with 1.9M reactions from patents (1976-2016). The task is: Predict the reactants needed to synthesize the given product. (1) Given the product [CH2:78]([O:80][C:81]([C:83]1[CH:87]=[N:86][NH:85][C:84]=1[N:88]1[C:43](=[O:75])[NH:44][C:45]([CH:46]([C:60]2[CH:70]=[C:69]([O:71][CH3:72])[C:63]3[O:64][CH2:65][CH2:66][CH2:67][O:68][C:62]=3[C:61]=2[F:1])[NH:47][C:48]2[CH:49]=[CH:50][C:51]([C:54]3[N:58]=[C:57]([CH3:59])[O:56][N:55]=3)=[CH:52][CH:53]=2)=[N:89]1)=[O:82])[CH3:79], predict the reactants needed to synthesize it. The reactants are: [F:1]C1C=C(OC)C(OC)=CC=1C(NC1C=CC(C2N=C(C)ON=2)=CC=1)C1NC(=O)N(C2C=CC=CC=2C(O)=O)N=1.CO[C:43](=[O:75])[N:44]=[C:45](SC)[C:46]([C:60]1[CH:70]=[C:69]([O:71][CH3:72])[C:63]2[O:64][CH2:65][CH2:66][CH2:67][O:68][C:62]=2[CH:61]=1)=[N:47][C:48]1[CH:53]=[CH:52][C:51]([C:54]2[N:58]=[C:57]([CH3:59])[O:56][N:55]=2)=[CH:50][CH:49]=1.Cl.Cl.[CH2:78]([O:80][C:81]([C:83]1[C:84]([NH:88][NH2:89])=[N:85][NH:86][CH:87]=1)=[O:82])[CH3:79].COC(=O)N=C(SC)C(C1C=C(OC)C(OC)=CC=1F)=NC1C=CC(C2N=C(C)ON=2)=CC=1.Cl.N(C1C=CC=CC=1C(O)=O)N. (2) Given the product [Si:5]([O:29][CH2:30][C:31]1[CH:32]=[C:33]2[C:38](=[CH:39][CH:40]=1)[CH2:37][N:36]([C:41]([O:43][C:44]([CH3:47])([CH3:46])[CH3:45])=[O:42])[CH2:35][CH2:34]2)([C:1]([CH3:4])([CH3:3])[CH3:2])([C:13]1[CH:18]=[CH:17][CH:16]=[CH:15][CH:14]=1)[C:7]1[CH:12]=[CH:11][CH:10]=[CH:9][CH:8]=1, predict the reactants needed to synthesize it. The reactants are: [C:1]([Si:5]([C:13]1[CH:18]=[CH:17][CH:16]=[CH:15][CH:14]=1)([C:7]1[CH:12]=[CH:11][CH:10]=[CH:9][CH:8]=1)Cl)([CH3:4])([CH3:3])[CH3:2].N1C=CN=C1.CN(C)C=O.[OH:29][CH2:30][C:31]1[CH:32]=[C:33]2[C:38](=[CH:39][CH:40]=1)[CH2:37][N:36]([C:41]([O:43][C:44]([CH3:47])([CH3:46])[CH3:45])=[O:42])[CH2:35][CH2:34]2. (3) Given the product [CH2:1]([C:8]1[C:9]([NH:22][C:23](=[O:32])[C:24]2[CH:29]=[CH:28][CH:27]=[C:26]([O:30][CH3:31])[CH:25]=2)=[N:10][CH:11]=[C:12]([C:14]2[CH:19]=[CH:18][C:17]([O:20][CH3:21])=[CH:16][CH:15]=2)[N:13]=1)[C:2]1[CH:7]=[CH:6][CH:5]=[CH:4][CH:3]=1, predict the reactants needed to synthesize it. The reactants are: [CH2:1]([C:8]1[C:9]([NH2:22])=[N:10][CH:11]=[C:12]([C:14]2[CH:19]=[CH:18][C:17]([O:20][CH3:21])=[CH:16][CH:15]=2)[N:13]=1)[C:2]1[CH:7]=[CH:6][CH:5]=[CH:4][CH:3]=1.[C:23](Cl)(=[O:32])[C:24]1[CH:29]=[CH:28][CH:27]=[C:26]([O:30][CH3:31])[CH:25]=1.O.